From a dataset of NCI-60 drug combinations with 297,098 pairs across 59 cell lines. Regression. Given two drug SMILES strings and cell line genomic features, predict the synergy score measuring deviation from expected non-interaction effect. Drug 1: COC1=CC(=CC(=C1O)OC)C2C3C(COC3=O)C(C4=CC5=C(C=C24)OCO5)OC6C(C(C7C(O6)COC(O7)C8=CC=CS8)O)O. Drug 2: CNC(=O)C1=NC=CC(=C1)OC2=CC=C(C=C2)NC(=O)NC3=CC(=C(C=C3)Cl)C(F)(F)F. Cell line: OVCAR3. Synergy scores: CSS=29.3, Synergy_ZIP=-5.63, Synergy_Bliss=0.845, Synergy_Loewe=-0.157, Synergy_HSA=1.37.